This data is from Peptide-MHC class II binding affinity with 134,281 pairs from IEDB. The task is: Regression. Given a peptide amino acid sequence and an MHC pseudo amino acid sequence, predict their binding affinity value. This is MHC class II binding data. (1) The peptide sequence is CIEYVTLNASQYANC. The MHC is HLA-DQA10101-DQB10501 with pseudo-sequence HLA-DQA10101-DQB10501. The binding affinity (normalized) is 0.223. (2) The peptide sequence is SRLLINEREYSRYFG. The MHC is DRB1_0101 with pseudo-sequence DRB1_0101. The binding affinity (normalized) is 0.361. (3) The peptide sequence is RSKFLLMDALKLSIED. The MHC is DRB1_0101 with pseudo-sequence DRB1_0101. The binding affinity (normalized) is 1.00. (4) The peptide sequence is IFKLGGRDSRSGSP. The MHC is H-2-IAu with pseudo-sequence XXYFLRSGGQTGHVLVFPYTYYDYRTETVYETPT. The binding affinity (normalized) is 0.132.